From a dataset of Full USPTO retrosynthesis dataset with 1.9M reactions from patents (1976-2016). Predict the reactants needed to synthesize the given product. (1) Given the product [NH2:20][CH2:21][CH2:22][CH2:23][NH:24][C:14]1[C:13]2[CH:12]=[CH:11][CH:10]=[C:9]([S:6]([NH:5][C:1]([CH3:4])([CH3:3])[CH3:2])(=[O:8])=[O:7])[C:17]=2[S:16][N:15]=1, predict the reactants needed to synthesize it. The reactants are: [C:1]([NH:5][S:6]([C:9]1[C:17]2[S:16][N:15]=[C:14](Cl)[C:13]=2[CH:12]=[CH:11][CH:10]=1)(=[O:8])=[O:7])([CH3:4])([CH3:3])[CH3:2].O.[NH2:20][CH2:21][CH2:22][CH2:23][NH2:24]. (2) Given the product [C:3]([C:4]1[CH:23]=[C:22]([NH:21][C:20]2[O:42][C:41]([C:39]3[CH:38]=[CH:37][C:35]4[N:36]=[C:32]([C:26]5[C:27]([Cl:31])=[CH:28][CH:29]=[CH:30][C:25]=5[Cl:24])[NH:33][C:34]=4[CH:40]=3)=[N:43][N:44]=2)[CH:7]=[CH:6][N:5]=1)([CH3:2])([CH3:8])[CH3:45], predict the reactants needed to synthesize it. The reactants are: N[C:2]1[CH:7]=[CH:6][N:5]=[CH:4][C:3]=1[C:8](C)(C)C.[N:21]1(C(N2[CH:23]=[CH:22][N:21]=[CH:20]2)=S)[CH:22]=[CH:23]N=[CH:20]1.[Cl:24][C:25]1[CH:30]=[CH:29][CH:28]=[C:27]([Cl:31])[C:26]=1[C:32]1[NH:33][C:34]2[CH:40]=[C:39]([C:41]([NH:43][NH2:44])=[O:42])[CH:38]=[CH:37][C:35]=2[N:36]=1.[CH3:45]CN=C=NCCCN(C)C. (3) Given the product [CH3:55][O:1][C:2]1[CH:7]=[CH:6][C:5]([CH2:8][CH2:9][N:10]2[C:18]3[C:13](=[CH:14][CH:15]=[CH:16][C:17]=3[O:19][C@@H:20]3[O:46][C@H:45]([CH2:47][O:48][C:49](=[O:54])[C:50]([CH3:53])([CH3:52])[CH3:51])[C@@H:37]([O:38][C:39](=[O:44])[C:40]([CH3:41])([CH3:42])[CH3:43])[C@H:29]([O:30][C:31](=[O:36])[C:32]([CH3:33])([CH3:34])[CH3:35])[C@H:21]3[O:22][C:23](=[O:28])[C:24]([CH3:26])([CH3:27])[CH3:25])[CH:12]=[CH:11]2)=[CH:4][CH:3]=1, predict the reactants needed to synthesize it. The reactants are: [OH:1][C:2]1[CH:7]=[CH:6][C:5]([CH2:8][CH2:9][N:10]2[C:18]3[C:13](=[CH:14][CH:15]=[CH:16][C:17]=3[O:19][C@@H:20]3[O:46][C@H:45]([CH2:47][O:48][C:49](=[O:54])[C:50]([CH3:53])([CH3:52])[CH3:51])[C@@H:37]([O:38][C:39](=[O:44])[C:40]([CH3:43])([CH3:42])[CH3:41])[C@H:29]([O:30][C:31](=[O:36])[C:32]([CH3:35])([CH3:34])[CH3:33])[C@H:21]3[O:22][C:23](=[O:28])[C:24]([CH3:27])([CH3:26])[CH3:25])[CH:12]=[CH:11]2)=[CH:4][CH:3]=1.[C:55](=O)([O-])[O-].[Cs+].[Cs+].CI. (4) Given the product [CH3:38][C:36]1[C:35]2[C:31](=[CH:32][N:33]([CH2:39][O:40][CH2:41][CH2:42][Si:43]([CH3:46])([CH3:45])[CH3:44])[N:34]=2)[CH:30]=[C:29]([CH2:28][C@@H:23]([O:22][C:20]([N:17]2[CH2:16][CH2:15][CH:14]([C:13]3[C:4](=[O:3])[NH:5][C:6]4[C:11]([CH:12]=3)=[CH:10][CH:9]=[CH:8][CH:7]=4)[CH2:19][CH2:18]2)=[O:21])[C:24]([OH:26])=[O:25])[CH:37]=1, predict the reactants needed to synthesize it. The reactants are: [OH-].[Li+].[O:3]=[C:4]1[C:13]([CH:14]2[CH2:19][CH2:18][N:17]([C:20]([O:22][C@H:23]([CH2:28][C:29]3[CH:37]=[C:36]([CH3:38])[C:35]4[C:31](=[CH:32][N:33]([CH2:39][O:40][CH2:41][CH2:42][Si:43]([CH3:46])([CH3:45])[CH3:44])[N:34]=4)[CH:30]=3)[C:24]([O:26]C)=[O:25])=[O:21])[CH2:16][CH2:15]2)=[CH:12][C:11]2[C:6](=[CH:7][CH:8]=[CH:9][CH:10]=2)[NH:5]1. (5) Given the product [C:27]([O:26][C:24]([C:10]1[C:11]([C:21](=[O:22])[NH:31][C:32]2([CH2:37][OH:38])[CH2:36][CH2:35][CH2:34][CH2:33]2)=[N:12][C:13]([C:14]2[CH:19]=[CH:18][C:17]([Cl:20])=[CH:16][CH:15]=2)=[C:8]([C:5]2[CH:4]=[CH:3][C:2]([Cl:1])=[CH:7][CH:6]=2)[N:9]=1)=[O:25])([CH3:28])([CH3:30])[CH3:29], predict the reactants needed to synthesize it. The reactants are: [Cl:1][C:2]1[CH:7]=[CH:6][C:5]([C:8]2[N:9]=[C:10]([C:24]([O:26][C:27]([CH3:30])([CH3:29])[CH3:28])=[O:25])[C:11]([C:21](O)=[O:22])=[N:12][C:13]=2[C:14]2[CH:19]=[CH:18][C:17]([Cl:20])=[CH:16][CH:15]=2)=[CH:4][CH:3]=1.[NH2:31][C:32]1([CH2:37][OH:38])[CH2:36][CH2:35][CH2:34][CH2:33]1.C(N(CC)CC)C.C1CN([P+](ON2N=NC3C=CC=CC2=3)(N2CCCC2)N2CCCC2)CC1.F[P-](F)(F)(F)(F)F. (6) Given the product [C:29]([O:33][CH2:34][CH2:35][O:36][N:17]1[C:18](=[O:20])[C:19]2[C:10]([NH:9][C:3]3[CH:4]=[CH:5][C:6]([I:8])=[CH:7][C:2]=3[F:1])=[CH:11][C:12](=[O:22])[N:13]([CH3:21])[C:14]=2[N:15]=[CH:16]1)([CH3:32])([CH3:31])[CH3:30], predict the reactants needed to synthesize it. The reactants are: [F:1][C:2]1[CH:7]=[C:6]([I:8])[CH:5]=[CH:4][C:3]=1[NH:9][C:10]1[C:19]2[C:18](=[O:20])[NH:17][CH:16]=[N:15][C:14]=2[N:13]([CH3:21])[C:12](=[O:22])[CH:11]=1.C(=O)([O-])[O-].[K+].[K+].[C:29]([O:33][CH2:34][CH2:35][O:36]N)([CH3:32])([CH3:31])[CH3:30].